This data is from Experimentally validated miRNA-target interactions with 360,000+ pairs, plus equal number of negative samples. The task is: Binary Classification. Given a miRNA mature sequence and a target amino acid sequence, predict their likelihood of interaction. (1) The miRNA is hsa-miR-4474-5p with sequence UUAGUCUCAUGAUCAGACACA. The protein sequence of the target gene is MEPHGHSGKSRKSTKFRSISRSLILCNAKTSDDGSSPDEKYPDPFETSLCQGKEGFFHSSMQLADTFEAGLSNIPDLALASDSAQLAAAGSDRGKHCRKMFFMKESSSTSSKEKSGKPEAQSSSFLFPKACHQRTRSNSTSVNPYSAGEIDFPMTKKSAAPTDRQPYSLCSNRKSLSQQLDYPILGTARPTRSLSTAQLGQLSGGLQASVISNIVLMKGQAKGLGFSIVGGKDSIYGPIGIYVKSIFAGGAAAADGRLQEGDEILELNGESMAGLTHQDALQKFKQAKKGLLTLTVRTRL.... Result: 0 (no interaction). (2) The miRNA is hsa-miR-5001-3p with sequence UUCUGCCUCUGUCCAGGUCCUU. The protein sequence of the target gene is MEPLRLLILLFVTELSGAHNTTVFQGVAGQSLQVSCPYDSMKHWGRRKAWCRQLGEKGPCQRVVSTHNLWLLSFLRRWNGSTAITDDTLGGTLTITLRNLQPHDAGLYQCQSLHGSEADTLRKVLVEVLADPLDHRDAGDLWFPGESESFEDAHVEHSISRSLLEGEIPFPPTSILLLLACIFLIKILAASALWAAAWHGQKPGTHPPSELDCGHDPGYQLQTLPGLRDT. Result: 0 (no interaction). (3) The miRNA is hsa-miR-3134 with sequence UGAUGGAUAAAAGACUACAUAUU. The protein sequence of the target gene is MNYVGQLAGQVFVTVKELYKGLNPATLSGCIDIIVIRQPNGNLQCSPFHVRFGKMGVLRSREKVVDIEINGESVDLHMKLGDNGEAFFVQETDNDQEVIPMHLATSPILSEGASRMECQLKRGSVDRMRGLDPSTPAQVIAPSETPSSSSVVKKRRKRRRKSQLDSLKRDDNMNTSEDEDMFPIEMSSDEAMELLESSRTLPNDIPPFQDDIPEENLSLAVIYPQSASYPNSDREWSPTPSPSGSRPSTPKSDSELVSKSTERTGQKNPEMLWLWGELPQAAKSSSPHKMKESSPLSSRK.... Result: 0 (no interaction). (4) The miRNA is hsa-miR-7158-3p with sequence CUGAACUAGAGAUUGGGCCCA. The protein sequence of the target gene is MSAAPGLLHQELSCPLCLQLFDAPVTAECGHSFCRACLGRVAGEPAADGTVLCPCCQAPTRPQALSTNLQLARLVEGLAQVPQGHCEEHLDPLSIYCEQDRALVCGVCASLGSHRGHRLLPAAEAHARLKTQLPQQKLQLQEACMRKEKSVAVLEHQLVEVEETVRQFRGAVGEQLGKMRVFLAALEGSLDREAERVRGEAGVALRRELGSLNSYLEQLRQMEKVLEEVADKPQTEFLMKYCLVTSRLQKILAESPPPARLDIQLPIISDDFKFQVWRKMFRALMPALEELTFDPSSAHP.... Result: 1 (interaction). (5) The miRNA is hsa-miR-6850-3p with sequence CCCGGCCGGAACGCCGCACU. The protein sequence of the target gene is MAAEPQPSSLSYRTTGSTYLHPLSELLGIPLDQVNFVVCQLVALFAAFWFRIYLRPGTTSSDVRHAVATIFGIYFVIFCFGWYSVHLFVLVLMCYAIMVTASVSNIHRYSFFVAMGYLTICHISRIYIFHYGILTTDFSGPLMIVTQKITTLAFQVHDGLGRRAEDLSAEQHRLAIKVKPSFLEYLSYLLNFMSVIAGPCNNFKDYIAFIEGKHIHMKLLEVNWKRKGFHSLPEPSPTGAVIHKLGITLVSLLLFLTLTKTFPVTCLVDDWFVHKASFPARLCYLYVVMQASKPKYYFAW.... Result: 1 (interaction). (6) The miRNA is hsa-miR-541-3p with sequence UGGUGGGCACAGAAUCUGGACU. The protein sequence of the target gene is MAAPAGGGGSAVSVLAPNGRRHTVKVTPSTVLLQVLEDTCRRQDFNPCEYDLKFQRSVLDLSLQWRFANLPNNAKLEMVPASRSREGPENMVRIALQLDDGSRLQDSFCSGQTLWELLSHFPQIRECLQHPGGATPVCVYTRDEVTGEAALRGTTLQSLGLTGGSATIRFVMKCYDPVGKTPGSLGSSASAGQAAASAPLPLESGELSRGDLSRPEDADTSGPCCEHTQEKQSTRAPAAAPFVPFSGGGQRLGGPPGPTRPLTSSSAKLPKSLSSPGGPSKPKKSKSGQDPQQEQEQERE.... Result: 0 (no interaction). (7) The miRNA is hsa-miR-26b-5p with sequence UUCAAGUAAUUCAGGAUAGGU. The protein sequence of the target gene is MQPAERSRVPRIDPYGFERPEDFDDAAYEKFFSSYLVTLTRRAIKWSRLLQGGGVPRSRTVKRYVRKGVPLEHRARVWMVLSGAQAQMDQNPGYYHQLLQGERNPRLEDAIRTDLNRTFPDNVKFRKTTDPCLQRTLYNVLLAYGHHNQGVGYCQGMNFIAGYLILITNNEEESFWLLDALVGRILPDYYSPAMLGLKTDQEVLGELVRAKLPAVGALMERLGVLWTLLVSRWFICLFVDILPVETVLRIWDCLFNEGSKIIFRVALTLIKQHQELILEATSVPDICDKFKQITKGSFVM.... Result: 1 (interaction). (8) The miRNA is mmu-miR-3102-5p with sequence GUGAGUGGCCAGGGUGGGGCUG. The protein sequence of the target gene is MAAQGEAVEEIICEFDDDLVSELSTLLRVDALSVLKRQQEEDHKTRMKMKKGFNSQMRSEAKRLKTFETYDKFRSWTPQEMAAAGFYHTGVKLGVQCFCCSLILFSTRLRKLPIENHKKLRPECEFLLGKDVGNIGKYDIRVKSPEKMLRGDKARYHEEEARLESFEDWPFYAHGTSPRVLSAAGFVFTGKRDTVQCFSCGGCLGNWEEGDDPWKEHAKWFPKCEFLQSKKSPEEITQYVQSYEGFLHVTGEHFVNSWVRRELPMVSAYCNDSVFANEELRMDTFKDWPHESPGAVEALV.... Result: 0 (no interaction).